This data is from Full USPTO retrosynthesis dataset with 1.9M reactions from patents (1976-2016). The task is: Predict the reactants needed to synthesize the given product. (1) Given the product [CH3:1][O:2][C:3]1[C:4]([CH3:11])=[C:5]([CH:8]=[CH:9][CH:10]=1)[CH:6]=[N:12][OH:13], predict the reactants needed to synthesize it. The reactants are: [CH3:1][O:2][C:3]1[C:4]([CH3:11])=[C:5]([CH:8]=[CH:9][CH:10]=1)[CH:6]=O.[NH2:12][OH:13].Cl. (2) Given the product [OH:17][CH2:16][CH2:15][CH2:14][CH2:13][CH2:12][CH2:11][O:1][C:2]1[CH:9]=[CH:8][C:5]([CH:6]=[O:7])=[CH:4][CH:3]=1, predict the reactants needed to synthesize it. The reactants are: [OH:1][C:2]1[CH:9]=[CH:8][C:5]([CH:6]=[O:7])=[CH:4][CH:3]=1.Cl[CH2:11][CH2:12][CH2:13][CH2:14][CH2:15][CH2:16][OH:17].C(=O)([O-])[O-].[K+].[K+].[I-].[K+]. (3) Given the product [CH3:41][C:42]1[CH:43]=[CH:44][C:45]([S:48]([O-:51])(=[O:50])=[O:49])=[CH:46][CH:47]=1.[C:1]([C:3]1([NH:6][C:7](=[O:40])[C@@H:8]([NH2+:9][C@@H:10]([C:14]2[CH:19]=[CH:18][C:17]([C:20]3[CH:25]=[CH:24][C:23]([C@@H:26]4[CH2:28][C@H:27]4[C:29]([NH:31][CH:32]4[CH2:34][CH2:33]4)=[O:30])=[CH:22][CH:21]=3)=[CH:16][CH:15]=2)[CH:11]([F:12])[F:13])[CH2:35][C:36]([F:39])([CH3:38])[CH3:37])[CH2:5][CH2:4]1)#[N:2], predict the reactants needed to synthesize it. The reactants are: [C:1]([C:3]1([NH:6][C:7](=[O:40])[C@H:8]([CH2:35][C:36]([F:39])([CH3:38])[CH3:37])[NH:9][C@@H:10]([C:14]2[CH:19]=[CH:18][C:17]([C:20]3[CH:25]=[CH:24][C:23]([C@H:26]4[CH2:28][C@@H:27]4[C:29]([NH:31][CH:32]4[CH2:34][CH2:33]4)=[O:30])=[CH:22][CH:21]=3)=[CH:16][CH:15]=2)[CH:11]([F:13])[F:12])[CH2:5][CH2:4]1)#[N:2].[CH3:41][C:42]1[CH:43]=[CH:44][C:45]([S:48]([OH:51])(=[O:50])=[O:49])=[CH:46][CH:47]=1.O. (4) Given the product [CH:6]1([CH2:5][CH:4]([C:11]2[CH:12]=[CH:13][C:14]([C:17]3[CH:22]=[CH:21][N:20]=[CH:19][CH:18]=3)=[CH:15][CH:16]=2)[C:3]([OH:23])=[O:2])[CH2:10][CH2:9][CH2:8][CH2:7]1, predict the reactants needed to synthesize it. The reactants are: C[O:2][C:3](=[O:23])[CH:4]([C:11]1[CH:16]=[CH:15][C:14]([C:17]2[CH:22]=[CH:21][N:20]=[CH:19][CH:18]=2)=[CH:13][CH:12]=1)[CH2:5][CH:6]1[CH2:10][CH2:9][CH2:8][CH2:7]1.[OH-].[Li+]. (5) Given the product [C:25]1([CH2:31][C:32]([N:44]2[CH2:49][CH2:48][CH:47]([CH2:50][N:51]3[C:59]4[C:54](=[CH:55][C:56]([C:60]5[CH:61]=[N:62][N:63]([CH:65]6[CH2:70][CH2:69][CH2:68][CH2:67][O:66]6)[CH:64]=5)=[CH:57][CH:58]=4)[CH:53]=[N:52]3)[CH2:46][CH2:45]2)=[O:34])[CH:26]=[CH:27][CH:28]=[CH:29][CH:30]=1, predict the reactants needed to synthesize it. The reactants are: CN(C(ON1N=NC2C=CC=NC1=2)=[N+](C)C)C.F[P-](F)(F)(F)(F)F.[C:25]1([CH2:31][C:32]([OH:34])=O)[CH:30]=[CH:29][CH:28]=[CH:27][CH:26]=1.CCN(C(C)C)C(C)C.[NH:44]1[CH2:49][CH2:48][CH:47]([CH2:50][N:51]2[C:59]3[C:54](=[CH:55][C:56]([C:60]4[CH:61]=[N:62][N:63]([CH:65]5[CH2:70][CH2:69][CH2:68][CH2:67][O:66]5)[CH:64]=4)=[CH:57][CH:58]=3)[CH:53]=[N:52]2)[CH2:46][CH2:45]1. (6) Given the product [OH:43][CH2:42][CH2:41][O:5][CH2:3][CH2:2][NH:45][C:34]([CH:16]1[CH:15]([C:11]2[CH:12]=[CH:13][CH:14]=[C:9]([Cl:8])[C:10]=2[F:37])[C:19]([C:22]2[CH:23]=[CH:24][C:25]([Cl:28])=[CH:26][CH:27]=2)([C:20]#[N:21])[CH:18]([CH2:29][C:30]([CH3:32])([CH3:33])[CH3:31])[NH:17]1)=[O:35], predict the reactants needed to synthesize it. The reactants are: F[C:2](F)(F)[C:3]([OH:5])=O.[Cl:8][C:9]1[C:10]([F:37])=[C:11]([CH:15]2[C:19]([C:22]3[CH:27]=[CH:26][C:25]([Cl:28])=[CH:24][CH:23]=3)([C:20]#[N:21])[CH:18]([CH2:29][C:30]([CH3:33])([CH3:32])[CH3:31])[NH:17][CH:16]2[C:34](O)=[O:35])[CH:12]=[CH:13][CH:14]=1.NCC[CH2:41][CH2:42][OH:43].C[N:45](C(ON1N=NC2C=CC=NC1=2)=[N+](C)C)C.F[P-](F)(F)(F)(F)F.CCN(C(C)C)C(C)C. (7) Given the product [CH:24]1([C:27]2[C:28]([N:37]3[CH2:42][CH2:41][N:40]([C:7]([C:6]4[CH:12]=[CH:13][C:14]([N:16]5[C@H:20]([CH3:21])[CH2:19][CH2:18][S:17]5(=[O:22])=[O:23])=[CH:15][C:5]=4[S:2]([CH3:1])(=[O:3])=[O:4])=[O:8])[CH2:39][CH2:38]3)=[N:29][CH:30]=[C:31]([C:33]([F:36])([F:34])[F:35])[CH:32]=2)[CH2:25][CH2:26]1, predict the reactants needed to synthesize it. The reactants are: [CH3:1][S:2]([C:5]1[CH:15]=[C:14]([N:16]2[C@H:20]([CH3:21])[CH2:19][CH2:18][S:17]2(=[O:23])=[O:22])[CH:13]=[CH:12][C:6]=1[C:7](OCC)=[O:8])(=[O:4])=[O:3].[CH:24]1([C:27]2[C:28]([N:37]3[CH2:42][CH2:41][NH:40][CH2:39][CH2:38]3)=[N:29][CH:30]=[C:31]([C:33]([F:36])([F:35])[F:34])[CH:32]=2)[CH2:26][CH2:25]1. (8) Given the product [C:30]([N:20]([CH2:19][C:10]1[CH:11]=[C:12]([C:15]([F:17])([F:18])[F:16])[CH:13]=[CH:14][C:9]=1[C:8]1[C:3]([O:2][CH3:1])=[CH:4][CH:5]=[C:6]([CH2:26][C:27]([OH:29])=[O:28])[CH:7]=1)[CH2:21][C:22]([OH:24])=[O:23])(=[O:32])[CH3:31], predict the reactants needed to synthesize it. The reactants are: [CH3:1][O:2][C:3]1[C:8]([C:9]2[CH:14]=[CH:13][C:12]([C:15]([F:18])([F:17])[F:16])=[CH:11][C:10]=2[CH2:19][NH:20][CH2:21][C:22]([O:24]C)=[O:23])=[CH:7][C:6]([CH2:26][C:27]([OH:29])=[O:28])=[CH:5][CH:4]=1.[C:30](Cl)(=[O:32])[CH3:31].C(N(CC)CC)C.[OH-].[Na+].Cl. (9) The reactants are: C[O:2][C:3](=[O:32])[CH2:4][CH:5]([N:8]1[C:17](=[O:18])[C:16]2[C:11](=[CH:12][CH:13]=[CH:14][CH:15]=2)[N:10]([CH2:19][C:20]2[C:24]3[C:25]([CH3:30])=[CH:26][C:27]([CH3:29])=[CH:28][C:23]=3[S:22][N:21]=2)[C:9]1=[O:31])[CH2:6][CH3:7].[Li+].[OH-]. Given the product [CH3:30][C:25]1[C:24]2[C:20]([CH2:19][N:10]3[C:11]4[C:16](=[CH:15][CH:14]=[CH:13][CH:12]=4)[C:17](=[O:18])[N:8]([CH:5]([CH2:6][CH3:7])[CH2:4][C:3]([OH:32])=[O:2])[C:9]3=[O:31])=[N:21][S:22][C:23]=2[CH:28]=[C:27]([CH3:29])[CH:26]=1, predict the reactants needed to synthesize it.